This data is from Full USPTO retrosynthesis dataset with 1.9M reactions from patents (1976-2016). The task is: Predict the reactants needed to synthesize the given product. (1) Given the product [CH2:3]([O:11][C:12]1[CH:20]=[CH:19][C:15]([C:16]([OH:18])=[O:17])=[CH:14][CH:13]=1)[C:4]1[CH:9]=[CH:8][CH:7]=[CH:6][CH:5]=1, predict the reactants needed to synthesize it. The reactants are: [OH-].[K+].[CH2:3](Br)[C:4]1[CH:9]=[CH:8][CH:7]=[CH:6][CH:5]=1.[OH:11][C:12]1[CH:20]=[CH:19][C:15]([C:16]([OH:18])=[O:17])=[CH:14][CH:13]=1.Cl. (2) Given the product [Cl:18][C:19]1[C:24]2[NH:25][C:26]([CH:28]3[CH2:32][CH2:31][O:30][CH2:29]3)=[N:27][C:23]=2[CH:22]=[C:21]([O:33][C:34]2[N:35]=[CH:36][N:37]=[C:38]([N:14]3[CH2:13][CH2:12][C:5]4([O:4][C:3](=[O:17])[NH:2][C:7]5[N:8]=[CH:9][CH:10]=[CH:11][C:6]4=5)[CH2:16][CH2:15]3)[CH:39]=2)[CH:20]=1, predict the reactants needed to synthesize it. The reactants are: Cl.[NH:2]1[C:7]2[N:8]=[CH:9][CH:10]=[CH:11][C:6]=2[C:5]2([CH2:16][CH2:15][NH:14][CH2:13][CH2:12]2)[O:4][C:3]1=[O:17].[Cl:18][C:19]1[C:24]2[NH:25][C:26]([CH:28]3[CH2:32][CH2:31][O:30][CH2:29]3)=[N:27][C:23]=2[CH:22]=[C:21]([O:33][C:34]2[CH:39]=[C:38](Cl)[N:37]=[CH:36][N:35]=2)[CH:20]=1.CCN(C(C)C)C(C)C. (3) Given the product [CH2:1]([N:5]1[CH2:10][CH2:9][N:8]([C:11]2[N:12]=[CH:13][C:14]([NH2:17])=[CH:15][CH:16]=2)[CH2:7][CH2:6]1)[CH:2]([CH3:4])[CH3:3], predict the reactants needed to synthesize it. The reactants are: [CH2:1]([N:5]1[CH2:10][CH2:9][N:8]([C:11]2[CH:16]=[CH:15][C:14]([N+:17]([O-])=O)=[CH:13][N:12]=2)[CH2:7][CH2:6]1)[CH:2]([CH3:4])[CH3:3].[H][H]. (4) Given the product [C:12]1([C:6]2[CH:7]=[N:8][C:9]3[C:4]([CH:5]=2)=[CH:3][C:2]([B:23]([OH:28])[OH:24])=[CH:11][CH:10]=3)[CH:17]=[CH:16][CH:15]=[CH:14][CH:13]=1, predict the reactants needed to synthesize it. The reactants are: Br[C:2]1[CH:3]=[C:4]2[C:9](=[CH:10][CH:11]=1)[N:8]=[CH:7][C:6]([C:12]1[CH:17]=[CH:16][CH:15]=[CH:14][CH:13]=1)=[CH:5]2.C([O-])(=O)C.[K+].[B:23]1(B2OCC(C)(C)CO2)[O:28]CC(C)(C)C[O:24]1. (5) Given the product [C:8]([C:12]1[CH:13]=[C:14]([NH:30][S:31]([CH3:34])(=[O:32])=[O:33])[C:15]([O:28][CH3:29])=[C:16]([NH:18][C:19](=[O:27])[NH:35][C:36]2[C:45]3[C:40](=[CH:41][CH:42]=[CH:43][CH:44]=3)[C:39]([O:46][C:47]3[CH:52]=[CH:51][N:50]=[C:49]([NH:53][C:54]4[CH:59]=[CH:58][C:57]([P:60]([CH3:65])(=[O:64])[O:61][CH2:62][CH3:63])=[C:56]([CH3:66])[CH:55]=4)[CH:48]=3)=[CH:38][CH:37]=2)[CH:17]=1)([CH3:11])([CH3:10])[CH3:9], predict the reactants needed to synthesize it. The reactants are: C(N(CC)CC)C.[C:8]([C:12]1[CH:13]=[C:14]([NH:30][S:31]([CH3:34])(=[O:33])=[O:32])[C:15]([O:28][CH3:29])=[C:16]([NH:18][C:19](=[O:27])OC2C=CC=CC=2)[CH:17]=1)([CH3:11])([CH3:10])[CH3:9].[NH2:35][C:36]1[C:45]2[C:40](=[CH:41][CH:42]=[CH:43][CH:44]=2)[C:39]([O:46][C:47]2[CH:52]=[CH:51][N:50]=[C:49]([NH:53][C:54]3[CH:59]=[CH:58][C:57]([P:60]([CH3:65])(=[O:64])[O:61][CH2:62][CH3:63])=[C:56]([CH3:66])[CH:55]=3)[CH:48]=2)=[CH:38][CH:37]=1. (6) Given the product [Cl:34][C:35]1[CH:36]=[C:37]2[C:65](=[CH:66][CH:67]=1)[C:40]1([CH2:41][CH2:42][N:43]([CH2:46][CH2:47][CH:48]=[C:49]3[C:59]4[C:54](=[N:55][CH:56]=[CH:57][CH:58]=4)[O:53][C:52]4[CH:60]=[CH:61][CH:62]=[C:63]([O:64][CH2:19][CH2:20][O:21][CH3:22])[C:51]=4[CH2:50]3)[CH2:44][CH2:45]1)[O:39][CH2:38]2, predict the reactants needed to synthesize it. The reactants are: ClC1C=CC(C2(O)CCN(CCC=C3C4[C:22](=NC=CC=4)[O:21][C:20]4C=CC=C(O)[C:19]=4C3)CC2)=CC=1.[Cl:34][C:35]1[CH:36]=[C:37]2[C:65](=[CH:66][CH:67]=1)[C:40]1([CH2:45][CH2:44][N:43]([CH2:46][CH2:47][CH:48]=[C:49]3[C:59]4[C:54](=[N:55][CH:56]=[CH:57][CH:58]=4)[O:53][C:52]4[CH:60]=[CH:61][CH:62]=[C:63]([OH:64])[C:51]=4[CH2:50]3)[CH2:42][CH2:41]1)[O:39][CH2:38]2. (7) Given the product [I:23][C:21]1[CH:22]=[C:17]([CH:26]([C:27]([O:29][C:30]([CH3:33])([CH3:32])[CH3:31])=[O:28])[C:25]([O:35][C:36]([CH3:39])([CH3:37])[CH3:38])=[O:34])[CH:18]=[C:19]([CH3:24])[CH:20]=1, predict the reactants needed to synthesize it. The reactants are: C(=O)([O-])[O-].[Cs+].[Cs+].N1C=CC=CC=1C(O)=O.I[C:17]1[CH:18]=[C:19]([CH3:24])[CH:20]=[C:21]([I:23])[CH:22]=1.[C:25]([O:35][C:36]([CH3:39])([CH3:38])[CH3:37])(=[O:34])[CH2:26][C:27]([O:29][C:30]([CH3:33])([CH3:32])[CH3:31])=[O:28]. (8) Given the product [CH:1]1([N:5]2[CH2:11][CH2:10][C:9]3[CH:12]=[CH:13][C:14]([CH:16]4[CH2:21][CH2:20][N:19]([C:23]5[CH:28]=[N:27][C:26]([C:29]([F:32])([F:31])[F:30])=[CH:25][CH:24]=5)[CH2:18][CH2:17]4)=[CH:15][C:8]=3[CH2:7][CH2:6]2)[CH2:4][CH2:3][CH2:2]1, predict the reactants needed to synthesize it. The reactants are: [CH:1]1([N:5]2[CH2:11][CH2:10][C:9]3[CH:12]=[CH:13][C:14]([CH:16]4[CH2:21][CH2:20][NH:19][CH2:18][CH2:17]4)=[CH:15][C:8]=3[CH2:7][CH2:6]2)[CH2:4][CH2:3][CH2:2]1.Br[C:23]1[CH:24]=[CH:25][C:26]([C:29]([F:32])([F:31])[F:30])=[N:27][CH:28]=1. (9) The reactants are: [CH3:1][O:2][C:3](=[O:27])[CH2:4][CH2:5][C:6]1[CH:11]=[CH:10][C:9]([O:12][CH2:13][CH2:14][C@@H:15]([O:17][C:18]2[CH:23]=[CH:22][C:21]([Cl:24])=[CH:20][C:19]=2Br)[CH3:16])=[CH:8][C:7]=1[CH3:26].[F:28][C:29]1[CH:34]=[CH:33][CH:32]=[CH:31][C:30]=1B(O)O.[F-].[Cs+].ClCCl. Given the product [CH3:1][O:2][C:3](=[O:27])[CH2:4][CH2:5][C:6]1[CH:11]=[CH:10][C:9]([O:12][CH2:13][CH2:14][C@@H:15]([O:17][C:18]2[CH:23]=[CH:22][C:21]([Cl:24])=[CH:20][C:19]=2[C:30]2[CH:31]=[CH:32][CH:33]=[CH:34][C:29]=2[F:28])[CH3:16])=[CH:8][C:7]=1[CH3:26], predict the reactants needed to synthesize it.